Predict which catalyst facilitates the given reaction. From a dataset of Catalyst prediction with 721,799 reactions and 888 catalyst types from USPTO. (1) The catalyst class is: 163. Product: [Br:1][C:2]1[CH:7]=[CH:6][C:5]([O:8][CH2:11][CH2:12][O:13][CH2:14][CH3:15])=[CH:4][C:3]=1[CH3:9]. Reactant: [Br:1][C:2]1[CH:7]=[CH:6][C:5]([OH:8])=[CH:4][C:3]=1[CH3:9].Br[CH2:11][CH2:12][O:13][CH2:14][CH3:15].C([O-])([O-])=O.[K+].[K+]. (2) Reactant: [CH3:1][O:2][C:3]1[CH:4]=[C:5]2[C:10](=[CH:11][CH:12]=1)[CH:9]=[C:8]([CH:13]([CH3:19])[C:14]([O:16][CH2:17]C)=[O:15])[CH:7]=[CH:6]2.COC1C=C2C(=CC=1)C=C([C@H](C)C(OC)=O)C=C2.CO.CO. Product: [CH3:1][O:2][C:3]1[CH:4]=[C:5]2[C:10](=[CH:11][CH:12]=1)[CH:9]=[C:8]([CH:13]([CH3:19])[C:14]([O:16][CH3:17])=[O:15])[CH:7]=[CH:6]2. The catalyst class is: 5. (3) Reactant: [CH3:1][C:2]1([C:5]([O:7]C)=O)[CH2:4][CH2:3]1.C[Si]([N-][Si](C)(C)C)(C)C.[Li+].[CH3:19][O:20][C:21]1[CH:22]=[CH:23][C:24]([CH3:27])=[N:25][CH:26]=1.[Cl-].[NH4+]. Product: [CH3:19][O:20][C:21]1[CH:22]=[CH:23][C:24]([CH2:27][C:5]([C:2]2([CH3:1])[CH2:3][CH2:4]2)=[O:7])=[N:25][CH:26]=1. The catalyst class is: 7. (4) Reactant: [Cl:1][C:2]1[C:16]([Cl:17])=[CH:15][C:5]2[NH:6][C:7]([C:9](=[O:14])[C:10]([F:13])([F:12])[F:11])=[N:8][C:4]=2[CH:3]=1.Br[CH:19]=[C:20]([CH3:22])[CH3:21].II.[Mg]. Product: [Cl:17][C:16]1[C:2]([Cl:1])=[CH:3][C:4]2[NH:8][C:7]([C:9]([OH:14])([CH:19]=[C:20]([CH3:22])[CH3:21])[C:10]([F:13])([F:11])[F:12])=[N:6][C:5]=2[CH:15]=1. The catalyst class is: 76. (5) Reactant: Cl.[N:2]1[N:6]2[CH:7]=[C:8]3[CH2:14]CN[CH2:11][C:9]3=[N:10][C:5]2=[CH:4][CH:3]=1.[Na+].[I-].C([O-])([O-])=O.[K+].[K+].Cl[CH2:24][C:25]([N:27]1[CH2:32][CH2:31][N:30]([CH:33]2[CH2:36][CH2:35][CH2:34]2)[CH2:29][CH2:28]1)=[O:26].[C:37](#[N:39])C. Product: [CH:33]1([N:30]2[CH2:31][CH2:32][N:27]([C:25](=[O:26])[CH2:24][N:39]3[CH2:37][CH2:11][C:9]4=[N:10][C:5]5[N:6]([N:2]=[CH:3][CH:4]=5)[CH:7]=[C:8]4[CH2:14]3)[CH2:28][CH2:29]2)[CH2:36][CH2:35][CH2:34]1. The catalyst class is: 2.